This data is from Catalyst prediction with 721,799 reactions and 888 catalyst types from USPTO. The task is: Predict which catalyst facilitates the given reaction. (1) Reactant: Br[C:2]1[CH:3]=[N:4][CH:5]=[C:6]([C:8]#[N:9])[CH:7]=1.[CH:10]1(B(O)O)[CH2:12][CH2:11]1.P([O-])([O-])([O-])=O.[K+].[K+].[K+]. Product: [CH:10]1([C:2]2[CH:3]=[N:4][CH:5]=[C:6]([CH:7]=2)[C:8]#[N:9])[CH2:12][CH2:11]1. The catalyst class is: 7. (2) Reactant: [CH3:1][O:2][C:3](=[O:11])[C:4]1[CH:9]=[CH:8][CH:7]=[N:6][C:5]=1F.[NH2:12][C:13]1[CH:14]=[C:15]([CH:18]=[C:19]([F:21])[CH:20]=1)[C:16]#[N:17]. Product: [C:16]([C:15]1[CH:14]=[C:13]([NH:12][C:5]2[N:6]=[CH:7][CH:8]=[CH:9][C:4]=2[C:3]([O:2][CH3:1])=[O:11])[CH:20]=[C:19]([F:21])[CH:18]=1)#[N:17]. The catalyst class is: 2. (3) Reactant: [CH2:1]([O:8][C:9]([NH:11][C@H:12]([C:21]([O:23][C:24]([CH3:27])([CH3:26])[CH3:25])=[O:22])[CH2:13][C:14]1[CH:19]=[CH:18][C:17]([OH:20])=[CH:16][CH:15]=1)=[O:10])[C:2]1[CH:7]=[CH:6][CH:5]=[CH:4][CH:3]=1.C(=O)([O-])[O-].[K+].[K+].Br[C:35]([CH3:44])([CH3:43])[C:36]([O:38][C:39]([CH3:42])([CH3:41])[CH3:40])=[O:37].O. Product: [CH2:1]([O:8][C:9]([NH:11][C@H:12]([C:21]([O:23][C:24]([CH3:27])([CH3:26])[CH3:25])=[O:22])[CH2:13][C:14]1[CH:15]=[CH:16][C:17]([O:20][C:35]([CH3:44])([CH3:43])[C:36]([O:38][C:39]([CH3:42])([CH3:41])[CH3:40])=[O:37])=[CH:18][CH:19]=1)=[O:10])[C:2]1[CH:3]=[CH:4][CH:5]=[CH:6][CH:7]=1. The catalyst class is: 9. (4) Reactant: [CH3:1][O:2][C:3]1[CH:8]=[CH:7][C:6]([C:9]([NH:21][CH2:22][CH2:23][CH2:24][CH2:25][CH2:26][C:27]([N:29]2[C:40]3[C:32](=[C:33]4[C:37](=[CH:38][CH:39]=3)[NH:36][CH:35]([C:41]([N:43]3[C:54]5[C:46](=[C:47]6[C:51](=[CH:52][CH:53]=5)[NH:50][CH:49]([C:55]([N:57]5[C:68]7[C:60](=[C:61]8[C:65](=[CH:66][CH:67]=7)[NH:64][CH:63]([C:69]([O:71]C)=[O:70])[CH2:62]8)[CH:59]=[CH:58]5)=[O:56])[CH2:48]6)[CH:45]=[CH:44]3)=[O:42])[CH2:34]4)[CH:31]=[CH:30]2)=[O:28])([C:15]2[CH:20]=[CH:19][CH:18]=[CH:17][CH:16]=2)/[C:10](/[CH3:14])=[CH:11]/[CH:12]=[CH2:13])=[CH:5][CH:4]=1.CO.[Li+].[OH-].C(O)(=O)CC(CC(O)=O)(C(O)=O)O. Product: [CH3:1][O:2][C:3]1[CH:8]=[CH:7][C:6]([C:9]([NH:21][CH2:22][CH2:23][CH2:24][CH2:25][CH2:26][C:27]([N:29]2[C:40]3[C:32](=[C:33]4[C:37](=[CH:38][CH:39]=3)[NH:36][CH:35]([C:41]([N:43]3[C:54]5[C:46](=[C:47]6[C:51](=[CH:52][CH:53]=5)[NH:50][CH:49]([C:55]([N:57]5[C:68]7[C:60](=[C:61]8[C:65](=[CH:66][CH:67]=7)[NH:64][CH:63]([C:69]([OH:71])=[O:70])[CH2:62]8)[CH:59]=[CH:58]5)=[O:56])[CH2:48]6)[CH:45]=[CH:44]3)=[O:42])[CH2:34]4)[CH:31]=[CH:30]2)=[O:28])([C:15]2[CH:20]=[CH:19][CH:18]=[CH:17][CH:16]=2)/[C:10](/[CH3:14])=[CH:11]/[CH:12]=[CH2:13])=[CH:5][CH:4]=1. The catalyst class is: 1. (5) Reactant: [NH2:1][C:2]1[CH:3]=[CH:4][C:5]([C:18]([N:20]([CH2:25][CH2:26][CH2:27][CH3:28])[CH2:21][CH2:22][CH2:23][CH3:24])=[O:19])=[N:6][C:7]=1[NH:8][CH2:9][CH2:10][CH2:11][N:12]1[CH2:17][CH2:16][CH2:15][CH2:14][CH2:13]1.O(CC)[C:30]([S-])=[S:31].[K+].C. Product: [CH2:25]([N:20]([CH2:21][CH2:22][CH2:23][CH3:24])[C:18]([C:5]1[N:6]=[C:7]2[N:8]([CH2:9][CH2:10][CH2:11][N:12]3[CH2:17][CH2:16][CH2:15][CH2:14][CH2:13]3)[C:30]([SH:31])=[N:1][C:2]2=[CH:3][CH:4]=1)=[O:19])[CH2:26][CH2:27][CH3:28]. The catalyst class is: 40. (6) Product: [CH2:1]1[CH:3]([CH2:4][OH:5])[CH2:7][CH2:8][CH:9]([CH2:10][OH:15])[CH2:2]1. Reactant: [CH2:1]([CH:3]([CH2:7][CH2:8][CH2:9][CH3:10])[C:4]([O-:15])=[O:5])[CH3:2].C(C(CCCC)C([O-])=[O:15])C.[CH2:1]([CH:3]([CH2:7][CH2:8][CH2:9][CH3:10])[C:4]([O-])=[O:5])[CH3:2].C([Sn+3])CCC.[Sn]. The catalyst class is: 51. (7) Reactant: [Br:1][C:2]1[CH:10]=[C:9]2[C:5]([CH:6]=[N:7][N:8]2[CH2:11][C:12]([CH3:15])(O)[CH3:13])=[CH:4][C:3]=1[O:16][C:17]1[CH:22]=[CH:21][C:20]([F:23])=[CH:19][C:18]=1[F:24].NC(N)CS(F)(F)[F:29].[OH-].[K+].C(OCC)C. Product: [Br:1][C:2]1[CH:10]=[C:9]2[C:5]([CH:6]=[N:7][N:8]2[CH2:11][C:12]([F:29])([CH3:15])[CH3:13])=[CH:4][C:3]=1[O:16][C:17]1[CH:22]=[CH:21][C:20]([F:23])=[CH:19][C:18]=1[F:24]. The catalyst class is: 2. (8) Reactant: [F:1][C:2]1[CH:7]=[CH:6][C:5]([C:8]2[CH:17]=[C:16]3[C:11]([CH2:12][CH2:13][NH:14][C:15]3=[O:18])=[CH:10][CH:9]=2)=[CH:4][CH:3]=1.I[C:20]1[CH:21]=[N:22][CH:23]=[CH:24][C:25]=1[CH3:26].P([O-])([O-])([O-])=O.[K+].[K+].[K+]. Product: [F:1][C:2]1[CH:3]=[CH:4][C:5]([C:8]2[CH:17]=[C:16]3[C:11]([CH2:12][CH2:13][N:14]([C:20]4[CH:21]=[N:22][CH:23]=[CH:24][C:25]=4[CH3:26])[C:15]3=[O:18])=[CH:10][CH:9]=2)=[CH:6][CH:7]=1. The catalyst class is: 246.